Dataset: Forward reaction prediction with 1.9M reactions from USPTO patents (1976-2016). Task: Predict the product of the given reaction. (1) The product is: [NH2:18][C:3]1[CH:4]=[C:5]([NH:8][CH2:9][CH:10]([OH:17])[CH:11]([OH:16])[CH:12]([OH:15])[CH2:13][OH:14])[CH:6]=[CH:7][C:2]=1[CH3:1]. Given the reactants [CH3:1][C:2]1[CH:7]=[CH:6][C:5]([NH:8][CH2:9][CH:10]([OH:17])[CH:11]([OH:16])[CH:12]([OH:15])[CH2:13][OH:14])=[CH:4][C:3]=1[N+:18]([O-])=O, predict the reaction product. (2) Given the reactants I[C:2]1[O:6][N:5]=[C:4]([C:7]2[CH:12]=[CH:11][CH:10]=[CH:9][N:8]=2)[CH:3]=1.[CH2:13]([OH:16])[C:14]#[CH:15], predict the reaction product. The product is: [N:8]1[CH:9]=[CH:10][CH:11]=[CH:12][C:7]=1[C:4]1[CH:3]=[C:2]([C:15]#[C:14][CH2:13][OH:16])[O:6][N:5]=1. (3) Given the reactants [F:1][C:2]1[CH:7]=[CH:6][CH:5]=[C:4]([N+:8]([O-:10])=[O:9])[C:3]=1F.C(N(C(C)C)CC)(C)C.[OH:21][CH2:22][C:23]1[N:24]=[CH:25][NH:26][CH:27]=1, predict the reaction product. The product is: [F:1][C:2]1[CH:3]=[C:4]([N+:8]([O-:10])=[O:9])[CH:5]=[CH:6][C:7]=1[N:26]1[CH:27]=[C:23]([CH2:22][OH:21])[N:24]=[CH:25]1.